From a dataset of Reaction yield outcomes from USPTO patents with 853,638 reactions. Predict the reaction yield, written as a fraction of the theoretical maximum amount of product (1.0 means a 100% yield; for example, 0.34 means a 34% yield). (1) The reactants are [H-].[Na+].[CH:3]1([N:8]([C:14]2[C:19]([CH:20]=O)=[CH:18][N:17]=[C:16]([S:22][CH3:23])[N:15]=2)[CH2:9][C:10]([O:12][CH3:13])=[O:11])[CH2:7][CH2:6][CH2:5][CH2:4]1.O. The catalyst is CCCCCC.C1C=CC=CC=1. The product is [CH:3]1([N:8]2[C:14]3[N:15]=[C:16]([S:22][CH3:23])[N:17]=[CH:18][C:19]=3[CH:20]=[C:9]2[C:10]([O:12][CH3:13])=[O:11])[CH2:7][CH2:6][CH2:5][CH2:4]1. The yield is 0.348. (2) The reactants are [F:1][C:2]1[C:3]([CH2:18][OH:19])=[CH:4][C:5]([C:8]2[CH:9]=[N:10][C:11]([C:14]([F:17])([F:16])[F:15])=[N:12][CH:13]=2)=[N:6][CH:7]=1.[CH3:20][S:21](Cl)(=[O:23])=[O:22]. The catalyst is ClCCl. The product is [CH3:20][S:21]([O:19][CH2:18][C:3]1[C:2]([F:1])=[CH:7][N:6]=[C:5]([C:8]2[CH:13]=[N:12][C:11]([C:14]([F:16])([F:17])[F:15])=[N:10][CH:9]=2)[CH:4]=1)(=[O:23])=[O:22]. The yield is 0.370. (3) The reactants are [N:1]1([NH:7][C:8]([C:10]2[C:14]([CH3:15])=[C:13]([C:16]3[CH:21]=[CH:20][C:19](Br)=[CH:18][CH:17]=3)[N:12]([C:23]3[CH:28]=[CH:27][C:26]([Cl:29])=[CH:25][C:24]=3[Cl:30])[N:11]=2)=[O:9])[CH2:6][CH2:5][CH2:4][CH2:3][CH2:2]1.[CH2:31]([OH:34])[C:32]#[CH:33].[Cl-].[NH4+]. The catalyst is N1CCCC1.[Pd].C1(P(C2C=CC=CC=2)C2C=CC=CC=2)C=CC=CC=1.C1(P(C2C=CC=CC=2)C2C=CC=CC=2)C=CC=CC=1.C1(P(C2C=CC=CC=2)C2C=CC=CC=2)C=CC=CC=1.C1(P(C2C=CC=CC=2)C2C=CC=CC=2)C=CC=CC=1. The product is [N:1]1([NH:7][C:8]([C:10]2[C:14]([CH3:15])=[C:13]([C:16]3[CH:21]=[CH:20][C:19]([C:33]#[C:32][CH2:31][OH:34])=[CH:18][CH:17]=3)[N:12]([C:23]3[CH:28]=[CH:27][C:26]([Cl:29])=[CH:25][C:24]=3[Cl:30])[N:11]=2)=[O:9])[CH2:6][CH2:5][CH2:4][CH2:3][CH2:2]1. The yield is 0.740. (4) The reactants are C([O:8][C:9]1[C:14]2[CH:15]=[C:16]([C:18]3[N:19]=[C:20]4[CH:25]=[CH:24][C:23]([CH3:26])=[N:22][N:21]4[CH:27]=3)[O:17][C:13]=2[CH:12]=[C:11]([O:28][CH3:29])[CH:10]=1)C1C=CC=CC=1.[H][H]. The catalyst is ClCCl.CO.[Pd]. The product is [CH3:29][O:28][C:11]1[CH:12]=[C:13]2[O:17][C:16]([C:18]3[N:19]=[C:20]4[CH:25]=[CH:24][C:23]([CH3:26])=[N:22][N:21]4[CH:27]=3)=[CH:15][C:14]2=[C:9]([OH:8])[CH:10]=1. The yield is 0.990. (5) The reactants are C(O[C:4](=[O:38])[CH:5]=[C:6]([O:29][C:30]1[CH:35]=[CH:34][CH:33]=[C:32]([Cl:36])[C:31]=1[Cl:37])[CH2:7][NH:8][C@H:9]([C:16](=[O:28])[NH:17][C:18]1[CH:22]=[CH:21][N:20]([CH2:23][C:24]([OH:27])([CH3:26])[CH3:25])[N:19]=1)[CH2:10][C@H:11]([O:13][CH2:14][CH3:15])[CH3:12])C. The catalyst is O1CCCC1. The product is [OH:27][C:24]([CH3:25])([CH3:26])[CH2:23][N:20]1[CH:21]=[CH:22][C:18]([NH:17][C:16](=[O:28])[C@@H:9]([N:8]2[CH2:7][C:6]([O:29][C:30]3[CH:35]=[CH:34][CH:33]=[C:32]([Cl:36])[C:31]=3[Cl:37])=[CH:5][C:4]2=[O:38])[CH2:10][C@H:11]([O:13][CH2:14][CH3:15])[CH3:12])=[N:19]1. The yield is 0.320.